This data is from Reaction yield outcomes from USPTO patents with 853,638 reactions. The task is: Predict the reaction yield, written as a fraction of the theoretical maximum amount of product (1.0 means a 100% yield; for example, 0.34 means a 34% yield). (1) The reactants are [NH2:1][C:2]1[CH:11]=[C:10]2[C:5]([C:6]([Br:16])=[N:7][N:8]([CH:13]([CH3:15])[CH3:14])[C:9]2=[O:12])=[CH:4][CH:3]=1.C(=O)([O-])[O-].[K+].[K+].Cl[CH2:24][CH2:25][O:26][CH2:27][CH2:28]Cl. The catalyst is CN(C=O)C. The product is [O:26]1[CH2:27][CH2:28][N:1]([C:2]2[CH:11]=[C:10]3[C:5]([C:6]([Br:16])=[N:7][N:8]([CH:13]([CH3:14])[CH3:15])[C:9]3=[O:12])=[CH:4][CH:3]=2)[CH2:24][CH2:25]1. The yield is 0.200. (2) The reactants are [CH2:1]([O:8][C:9]1[CH:10]=[C:11]2[C:15](=[CH:16][CH:17]=1)[NH:14][CH:13]=[CH:12]2)[C:2]1[CH:7]=[CH:6][CH:5]=[CH:4][CH:3]=1.[H-].[Na+].N1C2C(=CC=CC=2)C=C1.Br[CH2:30][C:31]([O:33][CH2:34][CH3:35])=[O:32]. The catalyst is CN(C=O)C. The product is [CH2:34]([O:33][C:31](=[O:32])[CH2:30][N:14]1[C:15]2[C:11](=[CH:10][C:9]([O:8][CH2:1][C:2]3[CH:3]=[CH:4][CH:5]=[CH:6][CH:7]=3)=[CH:17][CH:16]=2)[CH:12]=[CH:13]1)[CH3:35]. The yield is 0.860. (3) The catalyst is CS(C)=O.[Cl-].[Na+].O. The yield is 0.810. The reactants are COC(=O)[CH:4]([C:17]#[N:18])[C:5]([C:8]1[CH:13]=[CH:12][C:11]([F:14])=[CH:10][C:9]=1[O:15][CH3:16])([CH3:7])[CH3:6].[Cl-].[Na+].O. The product is [F:14][C:11]1[CH:12]=[CH:13][C:8]([C:5]([CH3:6])([CH3:7])[CH2:4][C:17]#[N:18])=[C:9]([O:15][CH3:16])[CH:10]=1. (4) The reactants are C1(S(N2C3C(=CC=C(C(F)(F)F)C=3)C(C3C=NN(C(OC(C)(C)C)=O)C=3)=C2)(=O)=O)C=CC=CC=1.[F:35][C:36]1[CH:44]=[C:43]2[C:39]([C:40]([C:54]3[CH:55]=[N:56][NH:57][CH:58]=3)=[CH:41][N:42]2[S:45]([C:48]2[CH:53]=[CH:52][CH:51]=[CH:50][CH:49]=2)(=[O:47])=[O:46])=[CH:38][CH:37]=1.C([O-])([O-])=O.[K+].[K+].Br[CH2:66][C:67]([NH2:69])=[O:68]. The catalyst is CC#N. The product is [F:35][C:36]1[CH:44]=[C:43]2[C:39]([C:40]([C:54]3[CH:58]=[N:57][N:56]([CH2:66][C:67]([NH2:69])=[O:68])[CH:55]=3)=[CH:41][N:42]2[S:45]([C:48]2[CH:49]=[CH:50][CH:51]=[CH:52][CH:53]=2)(=[O:46])=[O:47])=[CH:38][CH:37]=1. The yield is 0.830. (5) The reactants are [CH3:1][O:2][C:3](=[O:15])[CH2:4][C@@:5]1([CH2:11][N:12]=[C:13]=[O:14])[CH2:9][CH2:8][C@@H:7]([CH3:10])[CH2:6]1.C1(C)C=CC=CC=1.[CH3:23][OH:24]. No catalyst specified. The product is [CH3:1][O:2][C:3](=[O:15])[CH2:4][C@@:5]1([CH2:11][NH:12][C:13]([O:24][CH3:23])=[O:14])[CH2:9][CH2:8][C@@H:7]([CH3:10])[CH2:6]1. The yield is 0.290.